This data is from Catalyst prediction with 721,799 reactions and 888 catalyst types from USPTO. The task is: Predict which catalyst facilitates the given reaction. (1) Reactant: [CH2:1]([C:5]1[N:10]2[N:11]=[CH:12][N:13]=[C:9]2[N:8]([CH:14]2[CH2:25][CH2:24][C:17]3([O:21][CH:20]([CH3:22])[CH:19]([CH3:23])[O:18]3)[CH2:16][CH2:15]2)[C:7](=[O:26])[C:6]=1[CH2:27][C:28]1[CH:33]=[CH:32][C:31]([C:34]2[C:35]([C:40]#[N:41])=[CH:36][CH:37]=[CH:38][CH:39]=2)=[CH:30][CH:29]=1)[CH2:2][CH2:3][CH3:4].C([BH3-])#N.[Na+].O1CCCC1. Product: [CH2:1]([C:5]1[N:10]2[N:11]=[CH:12][N:13]=[C:9]2[N:8]([C@H:14]2[CH2:25][CH2:24][C@H:17]([O:18][CH:19]([CH3:23])[CH:20]([OH:21])[CH3:22])[CH2:16][CH2:15]2)[C:7](=[O:26])[C:6]=1[CH2:27][C:28]1[CH:33]=[CH:32][C:31]([C:34]2[C:35]([C:40]#[N:41])=[CH:36][CH:37]=[CH:38][CH:39]=2)=[CH:30][CH:29]=1)[CH2:2][CH2:3][CH3:4]. The catalyst class is: 13. (2) Reactant: [CH3:1][N:2]([CH3:6])[CH2:3][CH2:4][NH2:5].[CH3:7][C@:8]12[C@@:25]3([CH3:26])[C@@H:16]([C@:17]4([CH3:30])[C@@H:22]([CH2:23][CH2:24]3)[C:21]([CH3:28])([CH3:27])[C:20](=[O:29])[CH2:19][CH2:18]4)[CH2:15][CH2:14][C@@H:13]1[C@H:12]1[C@H:31]([C:34]([CH3:36])=[CH2:35])[CH2:32][CH2:33][C@:11]1([C:37](Cl)=[O:38])[CH2:10][CH2:9]2. Product: [CH3:1][N:2]([CH3:6])[CH2:3][CH2:4][NH:5][C:37]([C@:11]12[CH2:33][CH2:32][C@@H:31]([C:34]([CH3:36])=[CH2:35])[C@@H:12]1[C@@H:13]1[C@@:8]([CH3:7])([CH2:9][CH2:10]2)[C@@:25]2([CH3:26])[C@@H:16]([C@:17]3([CH3:30])[C@@H:22]([CH2:23][CH2:24]2)[C:21]([CH3:28])([CH3:27])[C:20](=[O:29])[CH2:19][CH2:18]3)[CH2:15][CH2:14]1)=[O:38]. The catalyst class is: 166. (3) Reactant: Cl.[NH2:2][C@@H:3]([CH2:14][OH:15])[C:4]([O:6][CH2:7][C:8]1[CH:13]=[CH:12][CH:11]=[CH:10][CH:9]=1)=[O:5].C([O-])([O-])=O.[K+].[K+].[Cl:22][CH2:23][C:24](Cl)=[O:25]. Product: [Cl:22][CH2:23][C:24]([NH:2][C@H:3]([C:4]([O:6][CH2:7][C:8]1[CH:13]=[CH:12][CH:11]=[CH:10][CH:9]=1)=[O:5])[CH2:14][OH:15])=[O:25]. The catalyst class is: 249. (4) Reactant: [Cl:1][C:2]1[CH:10]=[C:9]([I:11])[CH:8]=[CH:7][C:3]=1[C:4](O)=[O:5].O.C(=O)([O-])O.[Na+]. Product: [Cl:1][C:2]1[CH:10]=[C:9]([I:11])[CH:8]=[CH:7][C:3]=1[CH2:4][OH:5]. The catalyst class is: 7. (5) Reactant: [CH3:1][C:2]1[S:6][C:5]([C:7]([OH:9])=O)=[CH:4][C:3]=1[C:10]1[N:14]([CH3:15])[N:13]=[CH:12][CH:11]=1.C(N(CC)C(C)C)(C)C.[NH2:25][C@@H:26]([CH2:39][CH:40]1[CH2:45][CH2:44][CH2:43][CH2:42][CH2:41]1)[CH2:27][N:28]1[C:36](=[O:37])[C:35]2[C:30](=[CH:31][CH:32]=[CH:33][CH:34]=2)[C:29]1=[O:38].CC(OC(N[C@H](C(O)=O)CC1C=CC=CC=1C(F)(F)F)=O)(C)C.F[P-](F)(F)(F)(F)F.Br[P+](N1CCCC1)(N1CCCC1)N1CCCC1. The catalyst class is: 2. Product: [CH:40]1([CH2:39][C@H:26]([NH:25][C:7]([C:5]2[S:6][C:2]([CH3:1])=[C:3]([C:10]3[N:14]([CH3:15])[N:13]=[CH:12][CH:11]=3)[CH:4]=2)=[O:9])[CH2:27][N:28]2[C:29](=[O:38])[C:30]3[C:35](=[CH:34][CH:33]=[CH:32][CH:31]=3)[C:36]2=[O:37])[CH2:45][CH2:44][CH2:43][CH2:42][CH2:41]1. (6) Reactant: Br[CH2:2][C:3]1[CH:8]=[CH:7][C:6]([C:9]2[CH:14]=[CH:13][CH:12]=[C:11]([Cl:15])[N:10]=2)=[CH:5][CH:4]=1.[C:16]1(=[O:26])[NH:20][C:19](=[O:21])[C:18]2=[CH:22][CH:23]=[CH:24][CH:25]=[C:17]12.[K]. Product: [Cl:15][C:11]1[N:10]=[C:9]([C:6]2[CH:7]=[CH:8][C:3]([CH2:2][N:20]3[C:16](=[O:26])[C:17]4[C:18](=[CH:22][CH:23]=[CH:24][CH:25]=4)[C:19]3=[O:21])=[CH:4][CH:5]=2)[CH:14]=[CH:13][CH:12]=1. The catalyst class is: 3. (7) Reactant: [NH2:1][CH:2]([CH2:8][C:9]1[CH:14]=[CH:13][C:12]([O:15][CH3:16])=[C:11]([O:17][CH3:18])[CH:10]=1)[C:3]([O:5][CH2:6][CH3:7])=[O:4].[CH:19]([O:22][C:23]1[CH:31]=[CH:30][C:26]([C:27](O)=[O:28])=[CH:25][CH:24]=1)([CH3:21])[CH3:20].O.ON1C2C=CC=CC=2N=N1.C1(N=C=NC2CCCCC2)CCCCC1. Product: [CH3:18][O:17][C:11]1[CH:10]=[C:9]([CH2:8][CH:2]([NH:1][C:27]([C:26]2[CH:30]=[CH:31][C:23]([O:22][CH:19]([CH3:21])[CH3:20])=[CH:24][CH:25]=2)=[O:28])[C:3]([O:5][CH2:6][CH3:7])=[O:4])[CH:14]=[CH:13][C:12]=1[O:15][CH3:16]. The catalyst class is: 2.